Dataset: Catalyst prediction with 721,799 reactions and 888 catalyst types from USPTO. Task: Predict which catalyst facilitates the given reaction. (1) Reactant: [Cl:1][C:2]1[C:3]([C:9]2[CH:14]=[CH:13][C:12]([F:15])=[C:11]([NH:16][CH2:17][CH:18]3[CH2:23][O:22][CH2:21][C:20]([CH3:25])([CH3:24])[O:19]3)[N:10]=2)=[CH:4][C:5](F)=[N:6][CH:7]=1.[OH-].[NH4+:27]. Product: [Cl:1][C:2]1[C:3]([C:9]2[CH:14]=[CH:13][C:12]([F:15])=[C:11]([NH:16][CH2:17][CH:18]3[CH2:23][O:22][CH2:21][C:20]([CH3:25])([CH3:24])[O:19]3)[N:10]=2)=[CH:4][C:5]([NH2:27])=[N:6][CH:7]=1. The catalyst class is: 197. (2) Reactant: ClC(Cl)(O[C:5](=[O:11])OC(Cl)(Cl)Cl)Cl.[OH-].[Na+].[NH2:15][C:16]1[CH:23]=[CH:22][C:19]([C:20]#[N:21])=[C:18]([C:24]([F:27])([F:26])[F:25])[CH:17]=1. Product: [C:20]([C:19]1[CH:22]=[CH:23][C:16]([N:15]=[C:5]=[O:11])=[CH:17][C:18]=1[C:24]([F:25])([F:26])[F:27])#[N:21]. The catalyst class is: 857.